This data is from Full USPTO retrosynthesis dataset with 1.9M reactions from patents (1976-2016). The task is: Predict the reactants needed to synthesize the given product. (1) Given the product [NH2:15][C:12]1[CH:13]=[CH:14][C:9]([O:8][C:6]2[CH:5]=[CH:4][N:3]=[C:2]([NH:1][C:20]([N:19]3[CH2:22][CH2:23][CH2:18][CH2:17]3)=[O:26])[CH:7]=2)=[CH:10][C:11]=1[Cl:16], predict the reactants needed to synthesize it. The reactants are: [NH2:1][C:2]1[CH:7]=[C:6]([O:8][C:9]2[CH:14]=[CH:13][C:12]([NH2:15])=[C:11]([Cl:16])[CH:10]=2)[CH:5]=[CH:4][N:3]=1.[CH2:17]([N:19]([CH2:22][CH3:23])[CH2:20]C)[CH3:18].ClC(OC1C=CC=CC=1)=[O:26].N1CCCC1. (2) Given the product [F:23][C:22]([F:25])([F:24])[C:19]1[CH:20]=[CH:21][C:16]([O:1][CH2:2][CH2:3][N:4]2[C:8](=[O:9])[C:7]3=[CH:10][CH:11]=[CH:12][CH:13]=[C:6]3[C:5]2=[O:14])=[CH:17][CH:18]=1, predict the reactants needed to synthesize it. The reactants are: [OH:1][CH2:2][CH2:3][N:4]1[C:8](=[O:9])[C:7]2=[CH:10][CH:11]=[CH:12][CH:13]=[C:6]2[C:5]1=[O:14].O[C:16]1[CH:21]=[CH:20][C:19]([C:22]([F:25])([F:24])[F:23])=[CH:18][CH:17]=1.N(C(OCC)=O)=NC(OCC)=O.C1(P(C2C=CC=CC=2)C2C=CC=CC=2)C=CC=CC=1. (3) Given the product [Br:1][C:2]1[CH:3]=[C:4]2[C:9](=[CH:10][CH:11]=1)[N:8]=[C:7]([NH:16][CH:17]([C:26]([OH:28])=[O:27])[CH2:18][C:19]1[CH:20]=[CH:21][C:22]([OH:25])=[CH:23][CH:24]=1)[C:6]([C:13]([OH:15])=[O:14])=[CH:5]2, predict the reactants needed to synthesize it. The reactants are: [Br:1][C:2]1[CH:3]=[C:4]2[C:9](=[CH:10][CH:11]=1)[N:8]=[C:7](Cl)[C:6]([C:13]([OH:15])=[O:14])=[CH:5]2.[NH2:16][CH:17]([C:26]([OH:28])=[O:27])[CH2:18][C:19]1[CH:24]=[CH:23][C:22]([OH:25])=[CH:21][CH:20]=1. (4) Given the product [CH3:35][C:34]1([CH3:36])[C:30]([CH3:29])([CH3:56])[O:31][B:32]([C:37]2[CH:46]=[CH:45][C:44]3[C:39](=[CH:40][C:41]([B:20]4[O:21][C:22]([CH3:27])([CH3:28])[C:23]([CH3:25])([CH3:26])[O:24]4)=[CH:42][CH:43]=3)[CH:38]=2)[O:33]1, predict the reactants needed to synthesize it. The reactants are: C1C2C(=CC=CC=2)C=CC=1.[B:20]1([B:20]2[O:24][C:23]([CH3:26])([CH3:25])[C:22]([CH3:28])([CH3:27])[O:21]2)[O:24][C:23]([CH3:26])([CH3:25])[C:22]([CH3:28])([CH3:27])[O:21]1.[CH3:29][C:30]1([CH3:56])[C:34]([CH3:36])([CH3:35])[O:33][B:32]([C:37]2[CH:46]=[CH:45][C:44]3[C:39](=[CH:40][CH:41]=[C:42](B4OC(C)(C)C(C)(C)O4)[CH:43]=3)[CH:38]=2)[O:31]1. (5) Given the product [C:22]([O:24][C:2]1[CH:15]=[CH:14][C:5]([NH:6][CH2:7][CH:8]2[CH2:13][CH2:12][O:11][CH2:10][CH2:9]2)=[C:4]([S:16]([F:21])([F:20])([F:19])([F:18])[F:17])[CH:3]=1)(=[S:25])[CH3:23], predict the reactants needed to synthesize it. The reactants are: Br[C:2]1[CH:15]=[CH:14][C:5]([NH:6][CH2:7][CH:8]2[CH2:13][CH2:12][O:11][CH2:10][CH2:9]2)=[C:4]([S:16]([F:21])([F:20])([F:19])([F:18])[F:17])[CH:3]=1.[C:22](=[S:25])([O-:24])[CH3:23].[K+].CC1(C)C2C(=C(P(C3C=CC=CC=3)C3C=CC=CC=3)C=CC=2)OC2C(P(C3C=CC=CC=3)C3C=CC=CC=3)=CC=CC1=2.C(N(CC)C(C)C)(C)C.